Task: Predict the reactants needed to synthesize the given product.. Dataset: Full USPTO retrosynthesis dataset with 1.9M reactions from patents (1976-2016) Given the product [Cl:1][C:2]1[C:3]([N:34]2[CH2:43][CH2:42][C@@H:41]3[C@H:36]([O:37][CH2:38][CH2:39][NH:40]3)[CH2:35]2)=[CH:4][C:5]([C:32]#[N:33])=[CH:6][C:7]=1[NH:8][C:9]1[N:14]=[C:13]([NH:15][CH2:16][CH3:17])[C:12]2=[N:27][CH:28]=[C:29]([C:30]#[N:31])[N:11]2[N:10]=1, predict the reactants needed to synthesize it. The reactants are: [Cl:1][C:2]1[C:7]([NH:8][C:9]2[N:14]=[C:13]([N:15](CC)[CH2:16][C:17]3C=CC(OC)=CC=3)[C:12]3=[N:27][CH:28]=[C:29]([C:30]#[N:31])[N:11]3[N:10]=2)=[CH:6][C:5]([C:32]#[N:33])=[CH:4][C:3]=1[N:34]1[CH2:43][CH2:42][C@@H:41]2[C@H:36]([O:37][CH2:38][CH2:39][N:40]2C(OC(C)(C)C)=O)[CH2:35]1.C1(OC)C=CC=CC=1.C(O)(C(F)(F)F)=O.